Dataset: Full USPTO retrosynthesis dataset with 1.9M reactions from patents (1976-2016). Task: Predict the reactants needed to synthesize the given product. (1) Given the product [NH2:1][C:2]1[C:7]([F:8])=[C:6]([C:9]2[CH:14]=[CH:13][C:12]([Br:26])=[C:11]([F:19])[C:10]=2[F:20])[N:5]=[C:4]([C:21]([O:23][CH3:24])=[O:22])[C:3]=1[Cl:25], predict the reactants needed to synthesize it. The reactants are: [NH2:1][C:2]1[C:7]([F:8])=[C:6]([C:9]2[CH:14]=[CH:13][C:12]([Si](C)(C)C)=[C:11]([F:19])[C:10]=2[F:20])[N:5]=[C:4]([C:21]([O:23][CH3:24])=[O:22])[C:3]=1[Cl:25].[Br:26]Br.ClCCl.S([O-])([O-])(=O)=S.[Na+].[Na+]. (2) The reactants are: [F:1][C:2]1[CH:9]=[CH:8][C:5]([C:6]#[N:7])=[CH:4][C:3]=1[CH:10]=[O:11].[CH2:12]([Mg]Br)[CH2:13][C:14]1[CH:19]=[CH:18][CH:17]=[CH:16][CH:15]=1.O. Given the product [F:1][C:2]1[CH:9]=[CH:8][C:5]([C:6]#[N:7])=[CH:4][C:3]=1[CH:10]([OH:11])[CH2:12][CH2:13][C:14]1[CH:19]=[CH:18][CH:17]=[CH:16][CH:15]=1, predict the reactants needed to synthesize it. (3) The reactants are: [CH3:1][O:2][C:3]1[CH:11]=[CH:10][C:6]([C:7]([NH2:9])=[O:8])=[CH:5][C:4]=1[C:12]([F:15])([F:14])[F:13].C[O:17][C:18](=[O:24])[CH2:19][C:20]([CH2:22]Cl)=O. Given the product [CH3:1][O:2][C:3]1[CH:11]=[CH:10][C:6]([C:7]2[O:8][CH:22]=[C:20]([CH2:19][C:18]([OH:24])=[O:17])[N:9]=2)=[CH:5][C:4]=1[C:12]([F:13])([F:14])[F:15], predict the reactants needed to synthesize it. (4) Given the product [CH3:14][O:15][CH2:16][CH2:17][O:18][CH2:19][CH2:20][O:21][CH2:22][CH:23]=[O:24], predict the reactants needed to synthesize it. The reactants are: C(Cl)(=O)C(Cl)=O.C(=O)=O.CC(C)=O.[CH3:14][O:15][CH2:16][CH2:17][O:18][CH2:19][CH2:20][O:21][CH2:22][CH2:23][OH:24].CCN(CC)CC. (5) Given the product [CH2:1]([O:8][C:9]1[CH:15]=[CH:14][C:13]([Br:16])=[CH:12][C:10]=1[NH:11][C:46]([NH:48][C:49]1[CH:54]=[CH:53][C:52]([CH3:55])=[CH:51][CH:50]=1)=[O:47])[C:2]1[CH:7]=[CH:6][CH:5]=[CH:4][CH:3]=1, predict the reactants needed to synthesize it. The reactants are: [CH2:1]([O:8][C:9]1[CH:15]=[CH:14][C:13]([Br:16])=[CH:12][C:10]=1[NH2:11])[C:2]1[CH:7]=[CH:6][CH:5]=[CH:4][CH:3]=1.BrC1C=C(C(C2C=CC=CC=2)C=C)C(OCCC)=C(C=1)N.BrC1C=C(C(C2C=CC=CC=2)C=C)C(OCCC)=C(N[C:46]([NH:48][C:49]2[CH:54]=[CH:53][C:52]([CH3:55])=[CH:51][CH:50]=2)=[O:47])C=1. (6) Given the product [F:30][C:31]1[CH:36]=[CH:35][C:34]([CH2:37][NH:38][C:23]([C:21]2[N:22]=[C:17]([CH:9]([N:8]([CH3:29])[C:6](=[O:7])[O:5][C:1]([CH3:4])([CH3:3])[CH3:2])[CH2:10][CH2:11][C:12]([CH3:16])([CH3:15])[CH2:13][OH:14])[NH:18][C:19](=[O:28])[C:20]=2[OH:27])=[O:25])=[CH:33][C:32]=1[CH3:39], predict the reactants needed to synthesize it. The reactants are: [C:1]([O:5][C:6]([N:8]([CH3:29])[CH:9]([C:17]1[NH:18][C:19](=[O:28])[C:20]([OH:27])=[C:21]([C:23]([O:25]C)=O)[N:22]=1)[CH2:10][CH2:11][C:12]([CH3:16])([CH3:15])[CH2:13][OH:14])=[O:7])([CH3:4])([CH3:3])[CH3:2].[F:30][C:31]1[CH:36]=[CH:35][C:34]([CH2:37][NH2:38])=[CH:33][C:32]=1[CH3:39]. (7) Given the product [NH2:8][C:9]1[C:10]([NH:20][C:21]([C:23]2[CH:40]=[CH:39][C:26]([CH2:27][NH:28][C:29](=[O:38])[O:30][CH2:31][C:32]3[CH:33]=[N:34][CH:35]=[CH:36][CH:37]=3)=[CH:25][CH:24]=2)=[O:22])=[N:11][N:12]([C:14]2[CH:19]=[CH:18][CH:17]=[CH:16][CH:15]=2)[CH:13]=1, predict the reactants needed to synthesize it. The reactants are: C(OC([NH:8][C:9]1[C:10]([NH:20][C:21]([C:23]2[CH:40]=[CH:39][C:26]([CH2:27][NH:28][C:29](=[O:38])[O:30][CH2:31][C:32]3[CH:33]=[N:34][CH:35]=[CH:36][CH:37]=3)=[CH:25][CH:24]=2)=[O:22])=[N:11][N:12]([C:14]2[CH:19]=[CH:18][CH:17]=[CH:16][CH:15]=2)[CH:13]=1)=O)(C)(C)C.Cl.O1CCOCC1.